This data is from Forward reaction prediction with 1.9M reactions from USPTO patents (1976-2016). The task is: Predict the product of the given reaction. (1) Given the reactants [CH2:1]([O:8][C:9]([NH:11][CH:12]([CH2:23][CH:24]([CH3:26])[CH3:25])[C:13]([O:15]N1C(=O)CCC1=O)=O)=[O:10])[C:2]1[CH:7]=[CH:6][CH:5]=[CH:4][CH:3]=1.Cl.[NH2:28][CH2:29][C:30]#[N:31].C(N(CC)CC)C.CN(C=O)C, predict the reaction product. The product is: [C:29]([CH2:30][NH:31][C:13]([C@@H:12]([NH:11][C:9](=[O:10])[O:8][CH2:1][C:2]1[CH:3]=[CH:4][CH:5]=[CH:6][CH:7]=1)[CH2:23][CH:24]([CH3:25])[CH3:26])=[O:15])#[N:28]. (2) Given the reactants [Cl:1][C:2]1[CH:3]=[C:4]([CH:9](O)[C@H:10]2[CH2:14][CH2:13][N:12]([C:15]([O:17][C:18]([CH3:21])([CH3:20])[CH3:19])=[O:16])[CH2:11]2)[CH:5]=[CH:6][C:7]=1[F:8].[C:23]1(=[O:33])[NH:27][C:26](=[O:28])[C:25]2=[CH:29][CH:30]=[CH:31][CH:32]=[C:24]12.C1C=CC(P(C2C=CC=CC=2)C2C=CC=CC=2)=CC=1.N(C(OCC)=O)=NC(OCC)=O, predict the reaction product. The product is: [Cl:1][C:2]1[CH:3]=[C:4]([CH:9]([N:27]2[C:23](=[O:33])[C:24]3[C:25](=[CH:29][CH:30]=[CH:31][CH:32]=3)[C:26]2=[O:28])[C@H:10]2[CH2:14][CH2:13][N:12]([C:15]([O:17][C:18]([CH3:21])([CH3:20])[CH3:19])=[O:16])[CH2:11]2)[CH:5]=[CH:6][C:7]=1[F:8]. (3) Given the reactants CN([CH:4]=[O:5])C.O=P(Cl)(Cl)[Cl:8].[CH3:11][C:12]1([CH3:18])[CH2:16][CH2:15][C:14](=O)[CH2:13]1.C([O-])(=O)C.[Na+], predict the reaction product. The product is: [Cl:8][C:14]1[CH2:13][C:12]([CH3:18])([CH3:11])[CH2:16][C:15]=1[CH:4]=[O:5]. (4) Given the reactants [NH2:1][C:2]1[C:7]([I:8])=[CH:6][N:5]=[C:4]([Cl:9])[CH:3]=1.C(N(CC)CC)C.[CH3:17][S:18](Cl)(=[O:20])=[O:19], predict the reaction product. The product is: [Cl:9][C:4]1[CH:3]=[C:2]([N:1]([S:18]([CH3:17])(=[O:20])=[O:19])[S:18]([CH3:17])(=[O:20])=[O:19])[C:7]([I:8])=[CH:6][N:5]=1.